Predict the product of the given reaction. From a dataset of Forward reaction prediction with 1.9M reactions from USPTO patents (1976-2016). Given the reactants [CH2:1]([N:8]([CH2:13][CH2:14][OH:15])[C:9](=[O:12])[CH2:10]Cl)[C:2]1[CH:7]=[CH:6][CH:5]=[CH:4][CH:3]=1.CC(C)([O-])C.[K+], predict the reaction product. The product is: [CH2:1]([N:8]1[CH2:13][CH2:14][O:15][CH2:10][C:9]1=[O:12])[C:2]1[CH:7]=[CH:6][CH:5]=[CH:4][CH:3]=1.